Dataset: Catalyst prediction with 721,799 reactions and 888 catalyst types from USPTO. Task: Predict which catalyst facilitates the given reaction. (1) Reactant: [Cl:1][C:2]1[C:3]([C:23]2[CH:32]=[CH:31][C:30]3[C:25](=[CH:26][CH:27]=[CH:28][CH:29]=3)[CH:24]=2)=[CH:4][C:5]2[N:9]=[C:8]([O:10][C:11]3[CH:12]=[CH:13][C:14]([CH3:21])=[C:15]([CH:20]=3)[C:16]([O:18]C)=[O:17])[NH:7][C:6]=2[CH:22]=1.[OH-].[Na+]. Product: [Cl:1][C:2]1[C:3]([C:23]2[CH:32]=[CH:31][C:30]3[C:25](=[CH:26][CH:27]=[CH:28][CH:29]=3)[CH:24]=2)=[CH:4][C:5]2[N:9]=[C:8]([O:10][C:11]3[CH:12]=[CH:13][C:14]([CH3:21])=[C:15]([CH:20]=3)[C:16]([OH:18])=[O:17])[NH:7][C:6]=2[CH:22]=1. The catalyst class is: 5. (2) Reactant: C(O)(C(F)(F)F)=O.[Cl:8][C:9]1[CH:10]=[CH:11][C:12]2[N:13]=[C:14]([N:22]3[CH2:25][CH:24]([N:26](C)[C:27](=O)OC(C)(C)C)[CH2:23]3)[C:15]3[N:16]([CH:19]=[N:20][N:21]=3)[C:17]=2[N:18]=1. Product: [Cl:8][C:9]1[CH:10]=[CH:11][C:12]2[N:13]=[C:14]([N:22]3[CH2:25][CH:24]([NH:26][CH3:27])[CH2:23]3)[C:15]3[N:16]([CH:19]=[N:20][N:21]=3)[C:17]=2[N:18]=1. The catalyst class is: 2. (3) Reactant: [Br:1][C:2]1[CH:15]=[CH:14][C:13]2[C:12](=O)[C:11]3[C:6](=[CH:7][CH:8]=[C:9]([Br:17])[CH:10]=3)[C:5](=O)[C:4]=2[CH:3]=1.[C:19]1([Li])[CH:24]=[CH:23][CH:22]=[CH:21][CH:20]=1.Cl.Cl[Sn]Cl. Product: [Br:1][C:2]1[CH:15]=[CH:14][C:13]2[C:4](=[C:5]([C:2]3[CH:15]=[CH:14][CH:13]=[CH:4][CH:3]=3)[C:6]3[C:11]([C:12]=2[C:19]2[CH:24]=[CH:23][CH:22]=[CH:21][CH:20]=2)=[CH:10][C:9]([Br:17])=[CH:8][CH:7]=3)[CH:3]=1. The catalyst class is: 1.